From a dataset of Experimentally validated miRNA-target interactions with 360,000+ pairs, plus equal number of negative samples. Binary Classification. Given a miRNA mature sequence and a target amino acid sequence, predict their likelihood of interaction. (1) The miRNA is mmu-miR-5127 with sequence UCUCCCAACCCUUUUCCCA. The protein sequence of the target gene is MAEYSYVKSTKLVLKGTKTKSKKKKSKDKKRKREEDEETQLDIVGIWWTVTNFGEISGTIAIEMDKGTYIHALDNGLFTLGAPHKEVDEGPSPPEQFTAVKLSDSRIALKSGYGKYLGINSDGLVVGRSDAIGPREQWEPVFQNGKMALLASNSCFIRCNEAGDIEAKSKTAGEEEMIKIRSCAERETKKKDDIPEEDKGNVKQCEINYVKKFQSFQDHKLKISKEDSKILKKARKDGFLHETLLDRRAKLKADRYCK. Result: 0 (no interaction). (2) The miRNA is hsa-miR-5011-5p with sequence UAUAUAUACAGCCAUGCACUC. The protein sequence of the target gene is MTVEQNVLQQSAAQKHQQTFLNQLREITGINDTQILQQALKDSNGNLELAVAFLTAKNAKTPQQEETTYYQTALPGNDRYISVGSQADTNVIDLTGDDKDDLQRAIALSLAESNRAFRETGITDEEQAISRVLEASIAENKACLKRTPTEVWRDSRNPYDRKRQDKAPVGLKNVGNTCWFSAVIQSLFNLLEFRRLVLNYKPPSNAQDLPRNQKEHRNLPFMRELRYLFALLVGTKRKYVDPSRAVEILKDAFKSNDSQQQDVSEFTHKLLDWLEDAFQMKAEEETDEEKPKNPMVELFY.... Result: 1 (interaction). (3) Result: 1 (interaction). The miRNA is hsa-miR-181b-5p with sequence AACAUUCAUUGCUGUCGGUGGGU. The protein sequence of the target gene is MKMSIWTPPRLLELAGRSLLRDQALAMSTLEELPTELFPPLFMEAFSRRRCEALKLMVQSWPFRRLPLRPLIKMPCLEAFQAVLDGLDALLNLGVRPRRWKLQVLDLQDVCENFWMVWSEAMAHGCFLNAKRNKKPVEDCPRMKGRQPLTVFVELWLKNRTLDEYLTCLLLWVKQRKDLLHLCCKKLKILGMPFRNIRSILKMVNLDCIQEVEVNCKWVLPILTQFTPYLGHMRNLQKLILSHMDVSRYVSPEQKKEIVTQFTTQFLKLRCLQKLYMNSVSFLEGHLDQLLSCLKTSLKF....